Dataset: Peptide-MHC class II binding affinity with 134,281 pairs from IEDB. Task: Regression. Given a peptide amino acid sequence and an MHC pseudo amino acid sequence, predict their binding affinity value. This is MHC class II binding data. (1) The peptide sequence is VPRRGPRGGPGRSYA. The MHC is DRB1_1001 with pseudo-sequence DRB1_1001. The binding affinity (normalized) is 0.0910. (2) The peptide sequence is VDKIDAAFKIAATAA. The MHC is HLA-DQA10102-DQB10602 with pseudo-sequence HLA-DQA10102-DQB10602. The binding affinity (normalized) is 0.726.